This data is from Forward reaction prediction with 1.9M reactions from USPTO patents (1976-2016). The task is: Predict the product of the given reaction. (1) Given the reactants C(N1[CH:12]=[CH:11]N=C1)(N1C=CN=C1)=O.[CH2:13]([OH:20])[C:14]1[CH:19]=[CH:18][CH:17]=[CH:16][CH:15]=1, predict the reaction product. The product is: [CH2:13]([O:20][C:13]([CH:14]1[CH2:19][C:11](=[CH2:12])[CH2:15]1)=[O:20])[C:14]1[CH:19]=[CH:18][CH:17]=[CH:16][CH:15]=1. (2) Given the reactants [F:1][CH:2]([F:12])[S:3]([C:6]1[CH:11]=[CH:10][CH:9]=[CH:8][CH:7]=1)(=[O:5])=[O:4].[OH:13][CH2:14][CH2:15][C:16](=[O:18])[CH3:17].C[Si]([N-][Si](C)(C)C)(C)C.[K+], predict the reaction product. The product is: [F:12][C:2]([F:1])([S:3]([C:6]1[CH:11]=[CH:10][CH:9]=[CH:8][CH:7]=1)(=[O:5])=[O:4])[C:16]([CH3:17])([OH:18])[CH2:15][CH2:14][OH:13]. (3) Given the reactants C[O:2][C:3](=[O:49])[C@H:4]([NH:27][S:28]([C:31]1[CH:48]=[CH:47][C:34]2[N:35]=[C:36]([S:38][C:39]3[CH:44]=[CH:43][C:42]([O:45][CH3:46])=[CH:41][CH:40]=3)[S:37][C:33]=2[CH:32]=1)(=[O:30])=[O:29])[CH2:5][C:6]1[CH:11]=[CH:10][C:9]([O:12][CH2:13][CH2:14][CH2:15][N:16]2[C:20](=[O:21])[C:19]3=[CH:22][CH:23]=[CH:24][CH:25]=[C:18]3[C:17]2=[O:26])=[CH:8][CH:7]=1.[Li+].[OH-], predict the reaction product. The product is: [CH3:46][O:45][C:42]1[CH:41]=[CH:40][C:39]([S:38][C:36]2[S:37][C:33]3[CH:32]=[C:31]([S:28]([NH:27][C@H:4]([CH2:5][C:6]4[CH:11]=[CH:10][C:9]([O:12][CH2:13][CH2:14][CH2:15][N:16]5[C:20](=[O:21])[C:19]6=[CH:22][CH:23]=[CH:24][CH:25]=[C:18]6[C:17]5=[O:26])=[CH:8][CH:7]=4)[C:3]([OH:49])=[O:2])(=[O:29])=[O:30])[CH:48]=[CH:47][C:34]=3[N:35]=2)=[CH:44][CH:43]=1. (4) Given the reactants [N:1]1([C:5]([C:7]2[CH:8]=[CH:9][C:10]([O:13][C:14]3[CH:15]=[C:16]([CH:25]=[C:26]([O:28][C@@H:29]([CH3:39])[CH2:30][O:31][Si](C(C)(C)C)(C)C)[CH:27]=3)[C:17]([NH:19][C:20]3[S:21][CH:22]=[CH:23][N:24]=3)=[O:18])=[N:11][CH:12]=2)=[O:6])[CH2:4][CH2:3][CH2:2]1, predict the reaction product. The product is: [N:1]1([C:5]([C:7]2[CH:8]=[CH:9][C:10]([O:13][C:14]3[CH:15]=[C:16]([CH:25]=[C:26]([O:28][C@@H:29]([CH3:39])[CH2:30][OH:31])[CH:27]=3)[C:17]([NH:19][C:20]3[S:21][CH:22]=[CH:23][N:24]=3)=[O:18])=[N:11][CH:12]=2)=[O:6])[CH2:2][CH2:3][CH2:4]1. (5) The product is: [CH2:11]([O:18][C:19]([N:21]1[CH2:26][CH2:25][C:24]2[N:27]=[C:28]([C:30]3[CH:35]=[CH:34][CH:33]=[CH:32][N:31]=3)[NH:29][C:23]=2[CH2:22]1)=[O:20])[C:12]1[CH:17]=[CH:16][CH:15]=[CH:14][CH:13]=1. Given the reactants C(Cl)(=O)C(Cl)=O.CS(C)=O.[CH2:11]([O:18][C:19]([N:21]1[CH2:26][CH2:25][CH:24]2[N:27]=[C:28]([C:30]3[CH:35]=[CH:34][CH:33]=[CH:32][N:31]=3)[NH:29][CH:23]2[CH2:22]1)=[O:20])[C:12]1[CH:17]=[CH:16][CH:15]=[CH:14][CH:13]=1.O, predict the reaction product. (6) Given the reactants Cl[C:2]1[C:7]([CH3:8])=[C:6]([Cl:9])[N:5]=[CH:4][N:3]=1.[CH:10]([O:13][C:14]([N:16]1[CH2:21][CH2:20][CH:19]([OH:22])[CH2:18][CH2:17]1)=[O:15])([CH3:12])[CH3:11].CC(C)([O-])C.[K+].N1C=CC=NC=1, predict the reaction product. The product is: [CH:10]([O:13][C:14]([N:16]1[CH2:17][CH2:18][CH:19]([O:22][C:2]2[C:7]([CH3:8])=[C:6]([Cl:9])[N:5]=[CH:4][N:3]=2)[CH2:20][CH2:21]1)=[O:15])([CH3:12])[CH3:11]. (7) Given the reactants [OH:1][C:2]([CH:4]=[CH:5][C:6]1[CH:24]=[CH:23][C:9]([O:10][CH2:11][CH2:12][CH2:13][CH2:14][CH2:15][CH2:16][O:17][C:18](=[O:22])[C:19]([CH3:21])=[CH2:20])=[CH:8][CH:7]=1)=[O:3].[CH2:25](O)[CH2:26][CH2:27][CH2:28][CH3:29].C1(N=C=NC2CCCCC2)CCCCC1, predict the reaction product. The product is: [CH2:25]([O:3][C:2]([CH:4]=[CH:5][C:6]1[CH:24]=[CH:23][C:9]([O:10][CH2:11][CH2:12][CH2:13][CH2:14][CH2:15][CH2:16][O:17][C:18](=[O:22])[C:19]([CH3:21])=[CH2:20])=[CH:8][CH:7]=1)=[O:1])[CH2:26][CH2:27][CH2:28][CH3:29]. (8) The product is: [CH2:1]([N:8]1[C:9](=[O:10])[C:11]2[CH:15]=[CH:14][O:13][C:12]=2[N:16]=[C:17]1[CH2:18][CH2:19][CH3:20])[C:2]1[CH:7]=[CH:6][CH:5]=[CH:4][CH:3]=1. Given the reactants [CH2:1]([NH:8][C:9]([C:11]1[CH:15]=[CH:14][O:13][C:12]=1[NH:16][C:17](=O)[CH2:18][CH2:19][CH3:20])=[O:10])[C:2]1[CH:7]=[CH:6][CH:5]=[CH:4][CH:3]=1.[OH-].[Na+], predict the reaction product.